Task: Predict the product of the given reaction.. Dataset: Forward reaction prediction with 1.9M reactions from USPTO patents (1976-2016) Given the reactants [OH:1][C@H:2]1[C@@H:6]([CH:7]=[CH2:8])[CH2:5][N:4]([C:9]([O:11][CH2:12][C:13]2[CH:18]=[CH:17][CH:16]=[CH:15][CH:14]=2)=[O:10])[CH2:3]1.N1C=CN=C1.[C:24]([Si:28](Cl)([C:35]1[CH:40]=[CH:39][CH:38]=[CH:37][CH:36]=1)[C:29]1[CH:34]=[CH:33][CH:32]=[CH:31][CH:30]=1)([CH3:27])([CH3:26])[CH3:25], predict the reaction product. The product is: [Si:28]([O:1][C@H:2]1[C@@H:6]([CH:7]=[CH2:8])[CH2:5][N:4]([C:9]([O:11][CH2:12][C:13]2[CH:14]=[CH:15][CH:16]=[CH:17][CH:18]=2)=[O:10])[CH2:3]1)([C:24]([CH3:27])([CH3:26])[CH3:25])([C:35]1[CH:36]=[CH:37][CH:38]=[CH:39][CH:40]=1)[C:29]1[CH:34]=[CH:33][CH:32]=[CH:31][CH:30]=1.